Dataset: Catalyst prediction with 721,799 reactions and 888 catalyst types from USPTO. Task: Predict which catalyst facilitates the given reaction. (1) Reactant: [Br:1][C:2]1[CH:3]=[CH:4][C:5](=[O:8])[NH:6][CH:7]=1.Br[CH2:10][C:11]1[CH:16]=[CH:15][CH:14]=[CH:13][CH:12]=1. Product: [CH2:10]([O:8][C:5]1[CH:4]=[CH:3][C:2]([Br:1])=[CH:7][N:6]=1)[C:11]1[CH:16]=[CH:15][CH:14]=[CH:13][CH:12]=1. The catalyst class is: 11. (2) The catalyst class is: 34. Reactant: [NH:1]([C:7]([O:9][C:10]([CH3:13])([CH3:12])[CH3:11])=[O:8])[C@H:2]([C:4]([OH:6])=O)[CH3:3].ClC(OCC(C)C)=O.CN1CCOCC1.[F:29][C:30]1[CH:31]=[C:32]([N:37]2[CH:42]=[CH:41][CH:40]=[C:39]([NH2:43])[CH:38]2[NH2:44])[CH:33]=[C:34]([F:36])[CH:35]=1. Product: [C:10]([O:9][C:7](=[O:8])[NH:1][C@@H:2]([CH3:3])[C:4]([NH:43][C:39]1[C:38]([NH:37][C:32]2[CH:33]=[C:34]([F:36])[CH:35]=[C:30]([F:29])[CH:31]=2)=[N:44][CH:42]=[CH:41][CH:40]=1)=[O:6])([CH3:13])([CH3:12])[CH3:11]. (3) The catalyst class is: 570. Product: [CH3:17][C:16]1[C:8]2[C:7]([OH:18])=[C:6]([C:4]([OH:5])=[O:3])[C:11](=[O:12])[N:10]([CH3:13])[C:9]=2[S:14][CH:15]=1. Reactant: C([O:3][C:4]([C:6]1[C:11](=[O:12])[N:10]([CH3:13])[C:9]2[S:14][CH:15]=[C:16]([CH3:17])[C:8]=2[C:7]=1[OH:18])=[O:5])C.Br.CC(O)C. (4) Reactant: [CH3:1][O-].[Na+].CO.[Br:6][C:7]1[CH:8]=[C:9]2[C:14](=[CH:15][CH:16]=1)[O:13][C:12]([C:17]1[CH:22]=[CH:21][C:20]([NH2:23])=[CH:19][CH:18]=1)=[CH:11][C:10]2=[O:24].C=O.[BH4-].[Na+]. Product: [Br:6][C:7]1[CH:8]=[C:9]2[C:14](=[CH:15][CH:16]=1)[O:13][C:12]([C:17]1[CH:22]=[CH:21][C:20]([NH:23][CH3:1])=[CH:19][CH:18]=1)=[CH:11][C:10]2=[O:24]. The catalyst class is: 5. (5) Reactant: [CH:1]1([N:6]2[CH2:11][CH2:10][N:9]([C:12]([C:14]3[CH:15]=[C:16]4[C:20](=[CH:21][CH:22]=3)[NH:19][C:18]([C:23](O)=[O:24])=[CH:17]4)=[O:13])[CH2:8][CH2:7]2)[CH2:5][CH2:4][CH2:3][CH2:2]1.Cl.F[B-](F)(F)F.N1(OC(N(C)C)=[N+](C)C)C2C=CC=CC=2N=N1.[CH:49]([CH:52]1[CH2:56][CH2:55][CH2:54][NH:53]1)([CH3:51])[CH3:50].C(N(CC)C(C)C)(C)C. Product: [CH:1]1([N:6]2[CH2:7][CH2:8][N:9]([C:12]([C:14]3[CH:15]=[C:16]4[C:20](=[CH:21][CH:22]=3)[NH:19][C:18]([C:23]([N:53]3[CH2:54][CH2:55][CH2:56][CH:52]3[CH:49]([CH3:51])[CH3:50])=[O:24])=[CH:17]4)=[O:13])[CH2:10][CH2:11]2)[CH2:5][CH2:4][CH2:3][CH2:2]1. The catalyst class is: 9. (6) Reactant: [Br:1][C:2]1[CH:3]=[C:4]([NH2:13])[C:5]([NH:8][C:9]([CH3:12])([CH3:11])[CH3:10])=[CH:6][CH:7]=1.[CH3:14][C:15]1[N:19]=[C:18]([C:20]2[CH:27]=[CH:26][CH:25]=[CH:24][C:21]=2[CH:22]=O)[O:17][N:16]=1.OOS([O-])=O.[K+].S([O-])([O-])(=O)=S.[Na+].[Na+]. The catalyst class is: 18. Product: [Br:1][C:2]1[CH:7]=[CH:6][C:5]2[N:8]([C:9]([CH3:10])([CH3:12])[CH3:11])[C:22]([C:21]3[CH:24]=[CH:25][CH:26]=[CH:27][C:20]=3[C:18]3[O:17][N:16]=[C:15]([CH3:14])[N:19]=3)=[N:13][C:4]=2[CH:3]=1.